Task: Predict the product of the given reaction.. Dataset: Forward reaction prediction with 1.9M reactions from USPTO patents (1976-2016) The product is: [Br:1][C:2]1[CH:3]=[CH:4][C:5]([O:13][CH2:14][C:15]2[CH:16]=[CH:17][C:18]([O:21][CH2:22][C:23]3[N:24]=[C:25]([C:29]4[CH:30]=[CH:31][CH:32]=[CH:33][CH:34]=4)[O:26][C:27]=3[CH3:28])=[CH:19][CH:20]=2)=[C:6]([CH2:8][C:9]([OH:11])=[O:10])[CH:7]=1. Given the reactants [Br:1][C:2]1[CH:3]=[CH:4][C:5]([O:13][CH2:14][C:15]2[CH:20]=[CH:19][C:18]([O:21][CH2:22][C:23]3[N:24]=[C:25]([C:29]4[CH:34]=[CH:33][CH:32]=[CH:31][CH:30]=4)[O:26][C:27]=3[CH3:28])=[CH:17][CH:16]=2)=[C:6]([CH2:8][C:9]([O:11]C)=[O:10])[CH:7]=1.O1CCCC1.[OH-].[Na+].Cl, predict the reaction product.